From a dataset of Catalyst prediction with 721,799 reactions and 888 catalyst types from USPTO. Predict which catalyst facilitates the given reaction. (1) The catalyst class is: 16. Reactant: [C:1]1(C)[CH:6]=C[C:4](S(OCCCC#C)(=O)=O)=[CH:3][CH:2]=1.[F:17][C:18]([F:30])([F:29])[CH2:19][CH2:20][S:21]([CH2:24][C:25]([O:27][CH3:28])=[O:26])(=[O:23])=[O:22].C(=O)([O-])[O-].[K+].[K+].Cl. Product: [F:30][C:18]([F:17])([F:29])[CH2:19][CH2:20][S:21]([CH:24]([CH2:4][CH2:3][CH2:2][C:1]#[CH:6])[C:25]([O:27][CH3:28])=[O:26])(=[O:22])=[O:23]. (2) Reactant: [H-].[Na+].[Cl:3][C:4]1[CH:9]=[CH:8][CH:7]=[CH:6][C:5]=1[OH:10].Cl[C:12]1[CH:17]=[CH:16][C:15]([C:18]2[S:19][C:20]3[N:21]=[CH:22][N:23]=[CH:24][C:25]=3[N:26]=2)=[CH:14][C:13]=1[C:27]#[N:28].O. Product: [Cl:3][C:4]1[CH:9]=[CH:8][CH:7]=[CH:6][C:5]=1[O:10][C:12]1[CH:17]=[CH:16][C:15]([C:18]2[S:19][C:20]3[N:21]=[CH:22][N:23]=[CH:24][C:25]=3[N:26]=2)=[CH:14][C:13]=1[C:27]#[N:28]. The catalyst class is: 16. (3) The catalyst class is: 2. Product: [CH2:5]([C:7]1[CH:12]=[CH:11][C:10]([C:13](=[O:15])[CH3:14])=[CH:9][CH:8]=1)[CH3:6]. Reactant: [Cl-].[Al+3].[Cl-].[Cl-].[CH2:5]([C:7]1[CH:12]=[CH:11][CH:10]=[CH:9][CH:8]=1)[CH3:6].[C:13](OC(=O)C)(=[O:15])[CH3:14].Cl. (4) Reactant: [CH3:1][C:2]1[O:3][N:4]=[C:5]2[C:14]3[C:9](=[CH:10][N:11]=[CH:12][CH:13]=3)[N:8]([CH:15]3[CH2:20][CH2:19][CH2:18][CH:17]([C:21](O)=[O:22])[CH2:16]3)[C:7](=[O:24])[C:6]=12.Cl.CN(C)CCCN=C=NCC.ON1C2N=CC=CC=2N=N1.C(N(CC)C(C)C)(C)C.[CH2:56]([NH2:63])[C:57]1[CH:62]=[CH:61][CH:60]=[CH:59][CH:58]=1. Product: [CH2:56]([NH:63][C:21]([CH:17]1[CH2:18][CH2:19][CH2:20][CH:15]([N:8]2[C:9]3[C:14](=[CH:13][CH:12]=[N:11][CH:10]=3)[C:5]3=[N:4][O:3][C:2]([CH3:1])=[C:6]3[C:7]2=[O:24])[CH2:16]1)=[O:22])[C:57]1[CH:62]=[CH:61][CH:60]=[CH:59][CH:58]=1. The catalyst class is: 9. (5) Reactant: [F:1][C:2]([F:20])([F:19])[C:3]1[CH:8]=[CH:7][C:6]([C:9]2[O:13][N:12]=[C:11]([C:14]([O:16][CH2:17][CH3:18])=[O:15])[CH:10]=2)=[CH:5][CH:4]=1.[Cl:21]N1C(=O)CCC1=O. Product: [Cl:21][C:10]1[C:11]([C:14]([O:16][CH2:17][CH3:18])=[O:15])=[N:12][O:13][C:9]=1[C:6]1[CH:5]=[CH:4][C:3]([C:2]([F:1])([F:19])[F:20])=[CH:8][CH:7]=1. The catalyst class is: 15. (6) Reactant: [F:1][C:2]([F:31])([O:6][C:7]1[CH:12]=[CH:11][C:10]([N:13]2[CH2:18][CH2:17][N:16]([S:19]([CH2:22][C:23]([CH:25]3[CH2:30][CH2:29][O:28][CH2:27][CH2:26]3)=[O:24])(=[O:21])=[O:20])[CH2:15][CH2:14]2)=[CH:9][CH:8]=1)[CH:3]([F:5])[F:4].CO.[BH4-].[Na+].O. Product: [F:31][C:2]([F:1])([O:6][C:7]1[CH:8]=[CH:9][C:10]([N:13]2[CH2:18][CH2:17][N:16]([S:19]([CH2:22][CH:23]([CH:25]3[CH2:30][CH2:29][O:28][CH2:27][CH2:26]3)[OH:24])(=[O:21])=[O:20])[CH2:15][CH2:14]2)=[CH:11][CH:12]=1)[CH:3]([F:4])[F:5]. The catalyst class is: 2.